Dataset: Forward reaction prediction with 1.9M reactions from USPTO patents (1976-2016). Task: Predict the product of the given reaction. (1) Given the reactants [O:1]=[C:2]1[N:7]([C@@H:8]2[CH2:13][CH2:12][C@H:11]([C:14]([OH:16])=O)[CH2:10][CH2:9]2)[CH2:6][CH2:5][CH2:4][O:3]1.[F:17][C:18]1[CH:19]=[C:20]([C:25]2[N:26]=[CH:27][C:28]([NH2:31])=[N:29][CH:30]=2)[CH:21]=[C:22]([F:24])[CH:23]=1, predict the reaction product. The product is: [F:24][C:22]1[CH:21]=[C:20]([C:25]2[N:26]=[CH:27][C:28]([NH:31][C:14]([C@H:11]3[CH2:10][CH2:9][C@@H:8]([N:7]4[CH2:6][CH2:5][CH2:4][O:3][C:2]4=[O:1])[CH2:13][CH2:12]3)=[O:16])=[N:29][CH:30]=2)[CH:19]=[C:18]([F:17])[CH:23]=1. (2) Given the reactants Cl.[Cl:2][C:3]1[CH:4]=[C:5]([C:9]2[O:10][C:11]3[CH2:16][CH2:15][NH:14][CH2:13][C:12]=3[N:17]=2)[CH:6]=[CH:7][CH:8]=1.F[B-](F)(F)F.C([PH+](C(C)(C)C)C(C)(C)C)(C)(C)C.I[C:37]1[CH:38]=[N:39][CH:40]=[CH:41][CH:42]=1.CC(C)([O-])C.[Na+], predict the reaction product. The product is: [Cl:2][C:3]1[CH:4]=[C:5]([C:9]2[O:10][C:11]3[CH2:16][CH2:15][N:14]([C:37]4[CH:38]=[N:39][CH:40]=[CH:41][CH:42]=4)[CH2:13][C:12]=3[N:17]=2)[CH:6]=[CH:7][CH:8]=1.